Dataset: Full USPTO retrosynthesis dataset with 1.9M reactions from patents (1976-2016). Task: Predict the reactants needed to synthesize the given product. (1) Given the product [N:12]1([C:10]([NH:9][CH2:8][CH:5]2[CH2:6][CH2:7][CH:2]([O:1][C:22](=[O:23])[NH:24][CH2:25][C:26]3[CH:35]=[CH:36][N:31]=[CH:32][CH:33]=3)[CH2:3][CH2:4]2)=[O:11])[CH2:16][CH2:15][CH2:14][CH2:13]1, predict the reactants needed to synthesize it. The reactants are: [OH:1][CH:2]1[CH2:7][CH2:6][CH:5]([CH2:8][NH:9][C:10]([N:12]2[CH2:16][CH2:15][CH2:14][CH2:13]2)=[O:11])[CH2:4][CH2:3]1.C1N=CN([C:22]([N:24]2C=N[CH:26]=[CH:25]2)=[O:23])C=1.CI.[N:31]1[CH:36]=[CH:35]C=[CH:33][C:32]=1CN. (2) Given the product [CH:1]1([N:5]2[C:9]([B:18]3[O:19][C:20]([CH3:22])([CH3:21])[C:16]([CH3:27])([CH3:15])[O:17]3)=[CH:8][CH:7]=[N:6]2)[CH2:4][CH2:3][CH2:2]1, predict the reactants needed to synthesize it. The reactants are: [CH:1]1([N:5]2[CH:9]=[CH:8][CH:7]=[N:6]2)[CH2:4][CH2:3][CH2:2]1.[Li]CCCC.[CH3:15][C:16]1([CH3:27])[C:20]([CH3:22])([CH3:21])[O:19][B:18](OC(C)C)[O:17]1. (3) Given the product [CH2:2]([CH:3]([O:6][S:8]([CH3:7])(=[O:10])=[O:9])[CH2:4][CH3:5])[CH3:1], predict the reactants needed to synthesize it. The reactants are: [CH3:1][CH2:2][CH:3]([OH:6])[CH2:4][CH3:5].[CH3:7][S:8](Cl)(=[O:10])=[O:9].O. (4) Given the product [ClH:1].[ClH:59].[Cl:1][C:2]1[CH:3]=[CH:4][C:5]([CH2:8][O:9][C:10]2[CH:15]=[CH:14][N:13]([C:16]3[CH:24]=[C:23]4[C:19]([C:20]5[CH2:29][CH2:28][N:27]([CH3:35])[CH2:26][C:21]=5[N:22]4[CH3:25])=[CH:18][CH:17]=3)[C:12](=[O:30])[CH:11]=2)=[N:6][CH:7]=1, predict the reactants needed to synthesize it. The reactants are: [Cl:1][C:2]1[CH:3]=[CH:4][C:5]([CH2:8][O:9][C:10]2[CH:15]=[CH:14][N:13]([C:16]3[CH:24]=[C:23]4[C:19]([C:20]5[CH2:29][CH2:28][NH:27][CH2:26][C:21]=5[N:22]4[CH3:25])=[CH:18][CH:17]=3)[C:12](=[O:30])[CH:11]=2)=[N:6][CH:7]=1.C=O.[BH-](OC(C)=O)(OC(C)=O)O[C:35](C)=O.[Na+].C1(N)C(F)=C(F)C(F)=C(N)C=1F.[ClH:59].Cl. (5) Given the product [O:42]=[C:40]([CH3:41])[C:39]#[C:38][C@H:28]1[CH2:27][CH2:26][C@H:25]2[C@H:24]3[C@H:33]([CH2:32][CH2:31][C@:29]12[CH3:30])[C@:34]1([CH3:37])[C@H:21]([CH2:20][C@H:19]([OH:18])[CH2:36][CH2:35]1)[CH2:22][CH2:23]3, predict the reactants needed to synthesize it. The reactants are: [Si]([O:18][C@@H:19]1[CH2:36][CH2:35][C@@:34]2([CH3:37])[C@@H:21]([CH2:22][CH2:23][C@@H:24]3[C@@H:33]2[CH2:32][CH2:31][C@@:29]2([CH3:30])[C@H:25]3[CH2:26][CH2:27][C@@H:28]2[C:38]#[C:39][C:40](=[O:42])[CH3:41])[CH2:20]1)(C(C)(C)C)(C1C=CC=CC=1)C1C=CC=CC=1.N1C=CC=CC=1.O. (6) Given the product [O:1]1[C:5]2[CH:6]=[CH:7][CH:8]=[CH:9][C:4]=2[CH:3]=[C:2]1[C:10]1[C:18]2[C:13](=[CH:14][CH:15]=[C:16]([C:19]([NH:56][CH2:52][CH:53]([CH3:55])[CH3:54])=[O:20])[CH:17]=2)[NH:12][N:11]=1, predict the reactants needed to synthesize it. The reactants are: [O:1]1[C:5]2[CH:6]=[CH:7][CH:8]=[CH:9][C:4]=2[CH:3]=[C:2]1[C:10]1[C:18]2[C:13](=[CH:14][CH:15]=[C:16]([C:19](O)=[O:20])[CH:17]=2)[N:12](C2CCCCO2)[N:11]=1.CN(C(ON1N=NC2C1=CC=CC=2)=[N+](C)C)C.F[P-](F)(F)(F)(F)F.[CH2:52]([NH2:56])[CH:53]([CH3:55])[CH3:54]. (7) Given the product [ClH:34].[F:1][C:2]1[CH:3]=[CH:4][C:5]([CH2:8][O:9][C:10]2[CH:15]=[CH:14][N:13]([C:18]3[CH:23]=[CH:22][C:21]4[C:24]5[CH:32]6[N:28]([CH2:29][CH2:30][CH2:31]6)[CH2:27][CH2:26][C:25]=5[O:33][C:20]=4[CH:19]=3)[C:12](=[O:16])[CH:11]=2)=[N:6][CH:7]=1, predict the reactants needed to synthesize it. The reactants are: [F:1][C:2]1[CH:3]=[CH:4][C:5]([CH2:8][O:9][C:10]2[CH:15]=[CH:14][NH:13][C:12](=[O:16])[CH:11]=2)=[N:6][CH:7]=1.Br[C:18]1[CH:23]=[CH:22][C:21]2[C:24]3[CH:32]4[N:28]([CH2:29][CH2:30][CH2:31]4)[CH2:27][CH2:26][C:25]=3[O:33][C:20]=2[CH:19]=1.[ClH:34]. (8) Given the product [CH:10]([C:7]1[CH:8]=[CH:9][C:4]([CH2:3][OH:2])=[CH:5][C:6]=1[C:13]([F:14])([F:15])[F:16])([CH3:12])[CH3:11], predict the reactants needed to synthesize it. The reactants are: C[O:2][C:3](=O)[C:4]1[CH:9]=[CH:8][C:7]([CH:10]([CH3:12])[CH3:11])=[C:6]([C:13]([F:16])([F:15])[F:14])[CH:5]=1.[BH4-].[Li+].Cl. (9) Given the product [CH3:23][O:27][CH2:18][NH:15][C:10]([C:4]1[C:3]([F:2])=[CH:8][C:7]([Br:9])=[CH:6][N:5]=1)=[O:12], predict the reactants needed to synthesize it. The reactants are: Cl.[F:2][C:3]1[C:4]([C:10]([OH:12])=O)=[N:5][CH:6]=[C:7]([Br:9])[CH:8]=1.CC[N:15]([CH2:18]C)CC.CN([C:23]([O:27]N1N=NC2C=CC=NC1=2)=[N+](C)C)C.F[P-](F)(F)(F)(F)F.